From a dataset of NCI-60 drug combinations with 297,098 pairs across 59 cell lines. Regression. Given two drug SMILES strings and cell line genomic features, predict the synergy score measuring deviation from expected non-interaction effect. (1) Drug 1: C(CC(=O)O)C(=O)CN.Cl. Drug 2: COCCOC1=C(C=C2C(=C1)C(=NC=N2)NC3=CC=CC(=C3)C#C)OCCOC.Cl. Cell line: HS 578T. Synergy scores: CSS=4.51, Synergy_ZIP=-2.29, Synergy_Bliss=-0.505, Synergy_Loewe=-2.11, Synergy_HSA=-1.90. (2) Synergy scores: CSS=58.2, Synergy_ZIP=-1.12, Synergy_Bliss=-3.11, Synergy_Loewe=-1.42, Synergy_HSA=1.59. Drug 1: CC1OCC2C(O1)C(C(C(O2)OC3C4COC(=O)C4C(C5=CC6=C(C=C35)OCO6)C7=CC(=C(C(=C7)OC)O)OC)O)O. Drug 2: CC1CC(C(C(C=C(C(C(C=CC=C(C(=O)NC2=CC(=O)C(=C(C1)C2=O)OC)C)OC)OC(=O)N)C)C)O)OC. Cell line: UACC62. (3) Synergy scores: CSS=-9.36, Synergy_ZIP=1.67, Synergy_Bliss=-3.84, Synergy_Loewe=-9.99, Synergy_HSA=-8.04. Drug 1: CN1CCC(CC1)COC2=C(C=C3C(=C2)N=CN=C3NC4=C(C=C(C=C4)Br)F)OC. Cell line: SK-MEL-28. Drug 2: CN(C)N=NC1=C(NC=N1)C(=O)N. (4) Drug 1: C1CN1P(=S)(N2CC2)N3CC3. Drug 2: CCCCCOC(=O)NC1=NC(=O)N(C=C1F)C2C(C(C(O2)C)O)O. Cell line: MALME-3M. Synergy scores: CSS=3.06, Synergy_ZIP=0.798, Synergy_Bliss=5.98, Synergy_Loewe=-4.73, Synergy_HSA=-1.52. (5) Drug 1: CC12CCC(CC1=CCC3C2CCC4(C3CC=C4C5=CN=CC=C5)C)O. Drug 2: CC(C)CN1C=NC2=C1C3=CC=CC=C3N=C2N. Cell line: NCIH23. Synergy scores: CSS=-0.828, Synergy_ZIP=-0.851, Synergy_Bliss=-5.25, Synergy_Loewe=-6.68, Synergy_HSA=-6.86. (6) Drug 1: CC12CCC(CC1=CCC3C2CCC4(C3CC=C4C5=CN=CC=C5)C)O. Drug 2: CC(CN1CC(=O)NC(=O)C1)N2CC(=O)NC(=O)C2. Cell line: SK-OV-3. Synergy scores: CSS=0.566, Synergy_ZIP=-2.64, Synergy_Bliss=-4.37, Synergy_Loewe=-4.61, Synergy_HSA=-4.53. (7) Drug 1: CS(=O)(=O)C1=CC(=C(C=C1)C(=O)NC2=CC(=C(C=C2)Cl)C3=CC=CC=N3)Cl. Drug 2: CN(CCCl)CCCl.Cl. Cell line: M14. Synergy scores: CSS=-4.35, Synergy_ZIP=3.36, Synergy_Bliss=3.18, Synergy_Loewe=-1.00, Synergy_HSA=-0.698. (8) Drug 1: C1CN1P(=S)(N2CC2)N3CC3. Drug 2: CC(C)NC(=O)C1=CC=C(C=C1)CNNC.Cl. Cell line: NCI-H460. Synergy scores: CSS=48.1, Synergy_ZIP=-1.74, Synergy_Bliss=-2.24, Synergy_Loewe=-21.3, Synergy_HSA=-2.18.